From a dataset of Full USPTO retrosynthesis dataset with 1.9M reactions from patents (1976-2016). Predict the reactants needed to synthesize the given product. (1) Given the product [CH:33]1([C:31]2[NH:30][N:29]=[C:28]([NH:27][C:2]3[CH:7]=[C:6]([CH2:8][O:9][CH3:10])[N:5]=[C:4]([N:11]4[CH2:15][CH2:14][CH2:13][CH:12]4[C:16]4[O:20][N:19]=[C:18]([C:21]5[CH:26]=[CH:25][CH:24]=[CH:23][N:22]=5)[CH:17]=4)[N:3]=3)[CH:32]=2)[CH2:35][CH2:34]1, predict the reactants needed to synthesize it. The reactants are: O[C:2]1[CH:7]=[C:6]([CH2:8][O:9][CH3:10])[N:5]=[C:4]([N:11]2[CH2:15][CH2:14][CH2:13][CH:12]2[C:16]2[O:20][N:19]=[C:18]([C:21]3[CH:26]=[CH:25][CH:24]=[CH:23][N:22]=3)[CH:17]=2)[N:3]=1.[NH2:27][C:28]1[CH:32]=[C:31]([CH:33]2[CH2:35][CH2:34]2)[NH:30][N:29]=1. (2) Given the product [Br:1][C:2]1[S:6][C:5]([CH3:7])=[N:4][C:3]=1[C:8]1[CH:13]=[CH:12][C:11]([OH:14])=[CH:10][CH:9]=1, predict the reactants needed to synthesize it. The reactants are: [Br:1][C:2]1[S:6][C:5]([CH3:7])=[N:4][C:3]=1[C:8]1[CH:13]=[CH:12][C:11]([O:14]C)=[CH:10][CH:9]=1.B(Br)(Br)Br. (3) Given the product [CH2:1]([O:3][C:4]([C:6]1[CH:7]=[C:8]2[N:13]([C:14]=1[C:15]1[CH:16]=[N:17][C:18]([CH3:21])=[CH:19][CH:20]=1)[CH:12]=[CH:11][C:10]([CH2:22][N:23]1[CH:27]=[C:26]([C:28]([O:35][C:36](=[O:46])[C:37]3[CH:38]=[CH:39][C:40]([N+:43]([O-:45])=[O:44])=[CH:41][CH:42]=3)([C:31]([F:34])([F:33])[F:32])[CH2:29][CH3:30])[N:25]=[N:24]1)=[CH:9]2)=[O:5])[CH3:2], predict the reactants needed to synthesize it. The reactants are: [CH2:1]([O:3][C:4]([C:6]1[CH:7]=[C:8]2[N:13]([C:14]=1[C:15]1[CH:16]=[N:17][C:18]([CH3:21])=[CH:19][CH:20]=1)[CH:12]=[CH:11][C:10]([CH2:22][N:23]=[N+:24]=[N-:25])=[CH:9]2)=[O:5])[CH3:2].[CH2:26]([C:28]([O:35][C:36](=[O:46])[C:37]1[CH:42]=[CH:41][C:40]([N+:43]([O-:45])=[O:44])=[CH:39][CH:38]=1)([C:31]([F:34])([F:33])[F:32])[C:29]#[CH:30])[CH3:27]. (4) Given the product [CH3:48][N:45]1[CH2:46][CH2:47][N:42]([C:32]2[CH:31]=[C:30]([CH:35]=[C:34]([S:36]([F:41])([F:38])([F:37])([F:39])[F:40])[CH:33]=2)[C:29]([NH:28][C:23]2[CH:24]=[CH:25][C:26]([CH3:27])=[C:21]([N:20]3[C:15]4[N:16]([N:17]=[C:13]([C:11]5[CH:10]=[N:9][NH:8][CH:12]=5)[CH:14]=4)[CH:18]=[CH:19]3)[CH:22]=2)=[O:49])[CH2:43][CH2:44]1, predict the reactants needed to synthesize it. The reactants are: COC1C=CC(C[N:8]2[CH:12]=[C:11]([C:13]3[CH:14]=[C:15]4[N:20]([C:21]5[CH:22]=[C:23]([NH:28][C:29](=[O:49])[C:30]6[CH:35]=[C:34]([S:36]([F:41])([F:40])([F:39])([F:38])[F:37])[CH:33]=[C:32]([N:42]7[CH2:47][CH2:46][N:45]([CH3:48])[CH2:44][CH2:43]7)[CH:31]=6)[CH:24]=[CH:25][C:26]=5[CH3:27])[CH:19]=[CH:18][N:16]4[N:17]=3)[CH:10]=[N:9]2)=CC=1. (5) Given the product [CH3:44][S:45]([OH:47])(=[O:6])=[O:46].[CH:1]1([N:4]([CH2:35][C:36]2[CH:41]=[CH:40][CH:39]=[C:38]([CH3:42])[C:37]=2[CH3:43])[C:5]([CH:7]2[C@@H:12]([NH:13][C:14](=[O:34])[C:15]3[CH:20]=[CH:19][C:18]([O:21][CH2:22][CH2:23][O:24][C:25]4[C:26]([Cl:33])=[CH:27][C:28]([CH3:32])=[CH:29][C:30]=4[Cl:31])=[CH:17][CH:16]=3)[CH2:11][CH2:10][NH:9][CH2:8]2)=[O:6])[CH2:3][CH2:2]1, predict the reactants needed to synthesize it. The reactants are: [CH:1]1([N:4]([CH2:35][C:36]2[CH:41]=[CH:40][CH:39]=[C:38]([CH3:42])[C:37]=2[CH3:43])[C:5]([CH:7]2[C@@H:12]([NH:13][C:14](=[O:34])[C:15]3[CH:20]=[CH:19][C:18]([O:21][CH2:22][CH2:23][O:24][C:25]4[C:30]([Cl:31])=[CH:29][C:28]([CH3:32])=[CH:27][C:26]=4[Cl:33])=[CH:17][CH:16]=3)[CH2:11][CH2:10][NH:9][CH2:8]2)=[O:6])[CH2:3][CH2:2]1.[CH3:44][S:45](Cl)(=[O:47])=[O:46]. (6) Given the product [CH2:1]1[CH2:10][O:9][C:8]2[CH:7]=[CH:6][C:5]([NH:11][C:12]3[C:17]([F:18])=[CH:16][N:15]=[C:14]([NH:19][C:20]4[C:21]([CH3:22])=[N:48][O:49][C:25]=4[CH3:24])[N:13]=3)=[CH:4][C:3]=2[O:2]1, predict the reactants needed to synthesize it. The reactants are: [CH2:1]1[CH2:10][O:9][C:8]2[CH:7]=[CH:6][C:5]([NH:11][C:12]3[C:17]([F:18])=[CH:16][N:15]=[C:14]([NH:19][C:20]4[CH:25]=[CH:24]C=[C:22](O)[CH:21]=4)[N:13]=3)=[CH:4][C:3]=2[O:2]1.ClC1N=C(NC2C=CC3OCCOC=3C=2)C(F)=CN=1.CC1C(N)=C(C)[O:49][N:48]=1.